From a dataset of Experimentally validated miRNA-target interactions with 360,000+ pairs, plus equal number of negative samples. Binary Classification. Given a miRNA mature sequence and a target amino acid sequence, predict their likelihood of interaction. (1) The miRNA is mmu-miR-151-3p with sequence CUAGACUGAGGCUCCUUGAGG. The protein sequence of the target gene is MEGQVVGRVFRLFQRRLLQLRAGPPQDNSGEALKEPERAQEHSLPNFAGGQHFFEYLLVVSLKKKRSEDDYEPIITYQFPKRENLLRGQQEEEERLLKAIPLFCFPDGNEWASLTEYPRETFSFVLTNVDGSRKIGYCRRLLPAGPGPRLPKVYCIISCIGCFGLFSKILDEVEKRHQISMAVIYPFMQGLREAAFPAPGKTVTLKSFIPDSGTEFISLTRPLDSHLEHVDFSSLLHCLSFEQILQIFASAVLERKIIFLAEGLSTLSQCIHAAAALLYPFSWAHTYIPVVPESLLATVC.... Result: 0 (no interaction). (2) The miRNA is mmu-miR-598-3p with sequence UACGUCAUCGUCGUCAUCGUUA. The protein sequence of the target gene is MAEADPKMVTEPGAHGVAEEAMASTACDSGDESDSNSSSSTNSCSSSGSSSSGSSSSSSSSSSSSSSSSSSSSGSSGSSSNGSHLNRKKRVPEPSRRAQRRPSGKLFLDKLPQAVRNRVQALRNIQNECDKVDTLFLRAIHDLERKYAELNKPLYDKRFQIINAEYEPTEEECEWNSEEEFSGDEEMQDDTPNEMPPLEGEEEEESCNEKAEVKEEGTHVPEEVPEAKVEEEEAPKETPEVKTEEKDIPKEGAEEKAEEQESSKEIPEVKGEEKADSTDCIDIAPEEKEDVKEVTQANTE.... Result: 0 (no interaction). (3) The miRNA is hsa-miR-30a-5p with sequence UGUAAACAUCCUCGACUGGAAG. The protein sequence of the target gene is MAVAVAMAGALIGSEPGPAEELAKLEYLSLVSKVCTELDNHLGINDKDLAEFVISLAEKNTTFDTFKASLVKNGAEFTDSLISNLLRLIQTMRPPAKPSTSKDPVVKPKTEKEKLKELFPVLCQPDNPSVRTMLDEDDVKVAVDVLKELEALMPSAAGQEKQRDAEHRDRTKKKKRSRSRDRNRDRDRDRERNRDRDHKRRHRSRSRSRSRTRERNKVKSRYRSRSRSQSPPKDRKDRDKYGERNLDRWRDKHVDRPPPEEPTIGDIYNGKVTSIMQFGCFVQLEGLRKRWEGLVHISEL.... Result: 1 (interaction). (4) The miRNA is mmu-miR-467d-3p with sequence AUAUACAUACACACACCUACAC. The protein sequence of the target gene is MPFSDFVLALKDNPYFGAGFGLVGVGTALAMARKGAQLGLVAFRRHYMITLEVPARDRSYAWLLSWLTRHSTRTQHLSVETSYLQHESGRISTKFEFIPSPGNHFIWYQGKWIRVERNRDMQMVDLQTGTPWESVTFTALGTDRKVFFNILEEARALALQQEEGKTVMYTAVGSEWRTFGYPRRRRPLDSVVLQQGLADRIVKDIREFIDNPKWYIDRGIPYRRGYLLYGPPGCGKSSFITALAGELEHSICLLSLTDSSLSDDRLNHLLSVAPQQSLVLLEDVDAAFLSRDLAVENPIK.... Result: 0 (no interaction). (5) The miRNA is mmu-miR-3552 with sequence AGGCUGCAGGCCCACUUCCCU. The protein sequence of the target gene is MQPWLWLVFSMKLAALWSSSALIQTPSSLLVQTNHTAKMSCEVKSISKLTSIYWLRERQDPKDKYFEFLASWSSSKGVLYGESVDKKRNIILESSDSRRPFLSIMNVKPEDSDFYFCATVGSPKMVFGTGTKLTVVDVLPTTAPTKKTTLKMKKKKQCPFPHPETQKGLTCSLTTLSLLVVCILLLLAFLGVAVYFYCVRRRARIHFMKQFHK. Result: 0 (no interaction). (6) The miRNA is mmu-miR-490-3p with sequence CAACCUGGAGGACUCCAUGCUG. The protein sequence of the target gene is MLWQRLAVVEWAALAWELLGASVLFIAVRWLVRRLEKRPRDLNRCGTLSSPPSASEAVAAQPGEVTMDAMMARLKLLNPDDLRKEVMKAGLKCGPITSTTRFIFEKKLAQALLEQGGLLTSSLPKPSAVTAMAFIQGTSRTPPSVDGKQTQQACFSEDRDFGYSVGLNPPEEEAVASSVHPVPFSASTRNDNHKAGVTAPKEPLVYYGVCPVYEDGPVRHERIHVYEDKKEALQAAKLIKGSRFKAFRTREDAEKFARGICDYLPSPNKTTPLLSPVKAVPLGGSDGLKADGLCLAESET.... Result: 0 (no interaction). (7) The miRNA is hsa-miR-4776-3p with sequence CUUGCCAUCCUGGUCCACUGCAU. The protein sequence of the target gene is MEPPIPQSAPLTPNSVMVQPLLDSRMSHSRLQHPLTILPIDQVKTSHVENDYIDNPSLALTTGPKRTRGGAPELAPTPARCDQDVTHHWISFSGRPSSVSSSSSTSSDQRLLDHMAPPPVADQASPRAVRIQPKVVHCQPLDLKGPAVPPELDKHFLLCEACGKCKCKECASPRTLPSCWVCNQECLCSAQTLVNYGTCMCLVQGIFYHCTNEDDEGSCADHPCSCSRSNCCARWSFMGALSVVLPCLLCYLPATGCVKLAQRGYDRLRRPGCRCKHTNSVICKAASGDAKTSRPDKPF. Result: 1 (interaction).